This data is from Reaction yield outcomes from USPTO patents with 853,638 reactions. The task is: Predict the reaction yield, written as a fraction of the theoretical maximum amount of product (1.0 means a 100% yield; for example, 0.34 means a 34% yield). The reactants are [CH:1]1(B2OC(C)(C)C(C)(C)O2)[CH2:3][CH2:2]1.Br[C:14]1[C:18]([NH:19][C:20](=[O:26])[O:21][C:22]([CH3:25])([CH3:24])[CH3:23])=[CH:17][N:16]([C:27]2[CH:28]=[N:29][CH:30]=[C:31]([F:33])[CH:32]=2)[N:15]=1.C(O)C.C(=O)([O-])[O-].[K+].[K+]. The catalyst is C1(C)C=CC=CC=1.C1C=CC([P]([Pd]([P](C2C=CC=CC=2)(C2C=CC=CC=2)C2C=CC=CC=2)([P](C2C=CC=CC=2)(C2C=CC=CC=2)C2C=CC=CC=2)[P](C2C=CC=CC=2)(C2C=CC=CC=2)C2C=CC=CC=2)(C2C=CC=CC=2)C2C=CC=CC=2)=CC=1.O. The product is [CH:1]1([C:14]2[C:18]([NH:19][C:20](=[O:26])[O:21][C:22]([CH3:25])([CH3:24])[CH3:23])=[CH:17][N:16]([C:27]3[CH:28]=[N:29][CH:30]=[C:31]([F:33])[CH:32]=3)[N:15]=2)[CH2:3][CH2:2]1.[F:33][C:31]1[CH:32]=[C:27]([N:16]2[CH:17]=[C:18]([NH:19][C:20](=[O:26])[O:21][C:22]([CH3:24])([CH3:23])[CH3:25])[CH:14]=[N:15]2)[CH:28]=[N:29][CH:30]=1. The yield is 0.719.